Dataset: Forward reaction prediction with 1.9M reactions from USPTO patents (1976-2016). Task: Predict the product of the given reaction. (1) Given the reactants [NH2:1][C:2]1[CH:7]=[CH:6][C:5]([OH:8])=[CH:4][CH:3]=1.[H-].[Na+].[C:11]([O:15][C:16]([C:18]1[CH:23]=[C:22](Cl)[CH:21]=[CH:20][N:19]=1)=[O:17])([CH3:14])([CH3:13])[CH3:12], predict the reaction product. The product is: [C:11]([O:15][C:16]([C:18]1[CH:23]=[CH:22][C:21]([O:8][C:5]2[CH:6]=[CH:7][C:2]([NH2:1])=[CH:3][CH:4]=2)=[CH:20][N:19]=1)=[O:17])([CH3:14])([CH3:12])[CH3:13]. (2) Given the reactants [CH2:1]([O:3][C:4](=[O:13])[CH:5](I)[O:6][C:7]([S:9][CH2:10][CH3:11])=[O:8])[CH3:2].[CH3:14][CH:15]([CH3:19])[C:16]([OH:18])=[O:17].CCN(C(C)C)C(C)C, predict the reaction product. The product is: [CH2:1]([O:3][C:4]([CH:5]([O:18][C:16](=[O:17])[CH:15]([CH3:19])[CH3:14])[O:6][C:7]([S:9][CH2:10][CH3:11])=[O:8])=[O:13])[CH3:2]. (3) Given the reactants [CH3:1][C:2]1[CH:3]=[CH:4][C:5]([O:14]C2CCCCO2)=[C:6]([C:8]2[CH:13]=[CH:12][N:11]=[CH:10][CH:9]=2)[CH:7]=1.FC(F)(F)C(O)=O, predict the reaction product. The product is: [CH3:1][C:2]1[CH:3]=[CH:4][C:5]([OH:14])=[C:6]([C:8]2[CH:9]=[CH:10][N:11]=[CH:12][CH:13]=2)[CH:7]=1. (4) Given the reactants [Br:1][C:2]1[CH:3]=[CH:4][C:5]([Cl:10])=[C:6]([NH:8][NH2:9])[CH:7]=1.[C:11](Cl)(=[O:14])[O:12][CH3:13].CCN(CC)CC, predict the reaction product. The product is: [Br:1][C:2]1[CH:3]=[CH:4][C:5]([Cl:10])=[C:6]([NH:8][NH:9][C:11]([O:12][CH3:13])=[O:14])[CH:7]=1. (5) Given the reactants CCN(C(C)C)C(C)C.[C:10]([C:13]1[C:14](=[O:23])[O:15][C:16]2[C:21]([CH:22]=1)=[CH:20][CH:19]=[CH:18][CH:17]=2)([OH:12])=O.CN(C(ON1N=NC2C=CC=NC1=2)=[N+](C)C)C.F[P-](F)(F)(F)(F)F.[N:48]1[C:49]([C:57]2[CH:58]=[C:59]([NH2:63])[CH:60]=[CH:61][CH:62]=2)=[CH:50][N:51]2[CH:56]=[CH:55][CH:54]=[CH:53][C:52]=12, predict the reaction product. The product is: [N:48]1[C:49]([C:57]2[CH:58]=[C:59]([NH:63][C:10]([C:13]3[C:14](=[O:23])[O:15][C:16]4[C:21]([CH:22]=3)=[CH:20][CH:19]=[CH:18][CH:17]=4)=[O:12])[CH:60]=[CH:61][CH:62]=2)=[CH:50][N:51]2[CH:56]=[CH:55][CH:54]=[CH:53][C:52]=12. (6) Given the reactants S(=O)(=O)(O)O.Cl.[CH3:7][O:8][C:9]1[CH:10]=[C:11]2[C:16](=[C:17]([N:19]3[CH2:24][CH2:23][N:22]([CH3:25])[CH2:21][CH2:20]3)[CH:18]=1)[O:15][CH:14]([C:26]([OH:28])=[O:27])[CH2:13][CH2:12]2.[CH3:29]O, predict the reaction product. The product is: [CH3:29][O:27][C:26]([CH:14]1[CH2:13][CH2:12][C:11]2[C:16](=[C:17]([N:19]3[CH2:20][CH2:21][N:22]([CH3:25])[CH2:23][CH2:24]3)[CH:18]=[C:9]([O:8][CH3:7])[CH:10]=2)[O:15]1)=[O:28]. (7) Given the reactants Cl[C:2]1[C:3]2[N:10]([CH3:11])[CH:9]=[CH:8][C:4]=2[N:5]=[CH:6][N:7]=1.[OH:12][C:13]1[CH:18]=[CH:17][C:16]([NH:19][C:20]([NH:22][C:23]2[CH:28]=[CH:27][CH:26]=[C:25]([C:29]([F:32])([F:31])[F:30])[CH:24]=2)=[O:21])=[C:15]([CH2:33][OH:34])[CH:14]=1.C(=O)([O-])[O-].[K+].[K+].CN1CCCC1=O, predict the reaction product. The product is: [OH:34][CH2:33][C:15]1[CH:14]=[C:13]([O:12][C:2]2[C:3]3[N:10]([CH3:11])[CH:9]=[CH:8][C:4]=3[N:5]=[CH:6][N:7]=2)[CH:18]=[CH:17][C:16]=1[NH:19][C:20]([NH:22][C:23]1[CH:28]=[CH:27][CH:26]=[C:25]([C:29]([F:30])([F:31])[F:32])[CH:24]=1)=[O:21]. (8) Given the reactants [NH2:1][C:2](=[N:19][OH:20])[C:3]1[CH:8]=[CH:7][C:6]([NH:9][CH2:10][C:11]([O:13][C:14]([CH3:17])([CH3:16])[CH3:15])=[O:12])=[C:5]([F:18])[CH:4]=1.[CH3:21][C:22]1[CH:27]=[C:26]([C:28](O)=O)[CH:25]=[CH:24][C:23]=1[C:31]1[CH:36]=[CH:35][CH:34]=[CH:33][C:32]=1[CH3:37], predict the reaction product. The product is: [CH3:21][C:22]1[CH:27]=[C:26]([C:28]2[O:20][N:19]=[C:2]([C:3]3[CH:8]=[CH:7][C:6]([NH:9][CH2:10][C:11]([O:13][C:14]([CH3:15])([CH3:16])[CH3:17])=[O:12])=[C:5]([F:18])[CH:4]=3)[N:1]=2)[CH:25]=[CH:24][C:23]=1[C:31]1[CH:36]=[CH:35][CH:34]=[CH:33][C:32]=1[CH3:37].